This data is from Forward reaction prediction with 1.9M reactions from USPTO patents (1976-2016). The task is: Predict the product of the given reaction. (1) The product is: [OH:39][C@@H:37]([CH3:38])[C:35]([NH:1][C@H:2]1[CH2:7][CH2:6][C@H:5]([NH:8][C:9]([C:11]2[C:15]3[N:16]=[CH:17][N:18]=[C:19]([C:20]4[CH:25]=[C:24]([F:26])[C:23]([O:27][CH3:28])=[CH:22][C:21]=4[O:29][CH2:30][CH:31]4[CH2:33][CH2:32]4)[C:14]=3[NH:13][CH:12]=2)=[O:10])[CH2:4][CH2:3]1)=[O:36]. Given the reactants [NH2:1][C@H:2]1[CH2:7][CH2:6][C@H:5]([NH:8][C:9]([C:11]2[C:15]3[N:16]=[CH:17][N:18]=[C:19]([C:20]4[CH:25]=[C:24]([F:26])[C:23]([O:27][CH3:28])=[CH:22][C:21]=4[O:29][CH2:30][CH:31]4[CH2:33][CH2:32]4)[C:14]=3[NH:13][CH:12]=2)=[O:10])[CH2:4][CH2:3]1.Cl[C:35]([C@@H:37]([O:39]C(=O)C)[CH3:38])=[O:36], predict the reaction product. (2) Given the reactants [Br:1][C:2]1[CH:7]=[CH:6][C:5]([C:8]2[NH:9][CH:10]=[C:11]([C:13]3[N:17]([CH:18]([CH3:20])[CH3:19])[N:16]=[CH:15][N:14]=3)[N:12]=2)=[C:4](F)[CH:3]=1.C1(=O)O[CH2:25][CH2:24][O:23]1.C(=O)([O-])[O-].[Cs+].[Cs+].O, predict the reaction product. The product is: [Br:1][C:2]1[CH:7]=[CH:6][C:5]2[C:8]3[N:9]([CH:10]=[C:11]([C:13]4[N:17]([CH:18]([CH3:20])[CH3:19])[N:16]=[CH:15][N:14]=4)[N:12]=3)[CH2:25][CH2:24][O:23][C:4]=2[CH:3]=1. (3) The product is: [Cl:1][C:2]1[CH:7]=[CH:6][C:5]([C:8]2[N:12]=[C:11]([CH2:13][O:14][C:15]3[C:16]([F:24])=[C:17]([C:20]([F:23])=[CH:21][CH:22]=3)[C:18]([NH:26][OH:27])=[NH:19])[S:10][N:9]=2)=[CH:4][CH:3]=1. Given the reactants [Cl:1][C:2]1[CH:7]=[CH:6][C:5]([C:8]2[N:12]=[C:11]([CH2:13][O:14][C:15]3[C:16]([F:24])=[C:17]([C:20]([F:23])=[CH:21][CH:22]=3)[C:18]#[N:19])[S:10][N:9]=2)=[CH:4][CH:3]=1.Cl.[NH2:26][OH:27].[OH-].[Na+], predict the reaction product. (4) Given the reactants Cl[C:2]1[CH:3]=[CH:4][C:5]([N+:9]([O-:11])=[O:10])=[C:6]([NH2:8])[CH:7]=1.[CH3:12][N:13]1[CH2:18][CH2:17][NH:16][CH2:15][CH2:14]1.C(=O)([O-])[O-].[K+].[K+].O, predict the reaction product. The product is: [CH3:12][N:13]1[CH2:18][CH2:17][N:16]([C:2]2[CH:3]=[CH:4][C:5]([N+:9]([O-:11])=[O:10])=[C:6]([NH2:8])[CH:7]=2)[CH2:15][CH2:14]1. (5) Given the reactants [Cl:1][C:2]1[CH:7]=[CH:6][C:5]([C@@H:8]([C:16]2[CH:17]=[N:18][N:19]([CH3:21])[CH:20]=2)[NH:9][S@@](C(C)(C)C)=O)=[CH:4][C:3]=1[F:22].Cl.CO, predict the reaction product. The product is: [ClH:1].[Cl:1][C:2]1[CH:7]=[CH:6][C:5]([C@@H:8]([C:16]2[CH:17]=[N:18][N:19]([CH3:21])[CH:20]=2)[NH2:9])=[CH:4][C:3]=1[F:22]. (6) The product is: [CH:1]1([CH2:4][S:5]([CH:8]2[CH2:13][CH2:12][C:11]([CH2:14][NH2:15])([CH2:16][N:18]3[CH2:19][CH2:20][CH2:21][CH2:22]3)[CH2:10][CH2:9]2)(=[O:7])=[O:6])[CH2:3][CH2:2]1. Given the reactants [CH:1]1([CH2:4][S:5]([CH:8]2[CH2:13][CH2:12][C:11]([C:16]([N:18]3[CH2:22][CH2:21][CH2:20][CH2:19]3)=O)([C:14]#[N:15])[CH2:10][CH2:9]2)(=[O:7])=[O:6])[CH2:3][CH2:2]1.B.C1COCC1, predict the reaction product.